Dataset: Reaction yield outcomes from USPTO patents with 853,638 reactions. Task: Predict the reaction yield, written as a fraction of the theoretical maximum amount of product (1.0 means a 100% yield; for example, 0.34 means a 34% yield). (1) The reactants are N1CCCCC1.[CH3:7][O:8][C:9]1[CH:10]=[C:11]([CH:14]=[CH:15][C:16]=1[O:17][CH3:18])[CH:12]=O.[Br:19][C:20]1[CH:21]=[CH:22][C:23]([NH:29][C:30](=[O:35])[CH2:31]C(O)=O)=[C:24]([CH:28]=1)[C:25]([OH:27])=[O:26].Cl. The catalyst is C1(C)C=CC=CC=1. The product is [CH3:7][O:8][C:9]1[CH:10]=[C:11](/[CH:12]=[CH:31]/[C:30]([NH:29][C:23]2[CH:22]=[CH:21][C:20]([Br:19])=[CH:28][C:24]=2[C:25]([OH:27])=[O:26])=[O:35])[CH:14]=[CH:15][C:16]=1[O:17][CH3:18]. The yield is 0.660. (2) The reactants are [F:1][C:2]1[CH:11]=[C:10]2[C:5]([CH:6]=[CH:7][CH:8]=[N:9]2)=[CH:4][C:3]=1[CH2:12][N:13]1[C:21]2[C:16](=[N:17][CH:18]=[C:19]([C:22](=O)[CH3:23])[N:20]=2)[N:15]=[N:14]1.[NH2:25][N:26]1[CH2:30][CH2:29][NH:28][C:27]1=[O:31]. No catalyst specified. The product is [F:1][C:2]1[CH:11]=[C:10]2[C:5]([CH:6]=[CH:7][CH:8]=[N:9]2)=[CH:4][C:3]=1[CH2:12][N:13]1[C:21]2[C:16](=[N:17][CH:18]=[C:19](/[C:22](=[N:25]/[N:26]3[CH2:30][CH2:29][NH:28][C:27]3=[O:31])/[CH3:23])[N:20]=2)[N:15]=[N:14]1. The yield is 0.660. (3) The reactants are [Br:1][C:2]1[N:3]=[C:4]([C:9]#[C:10][Si](C)(C)C)[C:5]([NH2:8])=[N:6][CH:7]=1.[H-].[Na+].[C:17]1([CH3:27])[CH:22]=[CH:21][C:20]([S:23](Cl)(=[O:25])=[O:24])=[CH:19][CH:18]=1. The catalyst is CN(C=O)C. The product is [Br:1][C:2]1[N:3]=[C:4]2[CH:9]=[CH:10][N:8]([S:23]([C:20]3[CH:21]=[CH:22][C:17]([CH3:27])=[CH:18][CH:19]=3)(=[O:25])=[O:24])[C:5]2=[N:6][CH:7]=1. The yield is 0.520.